This data is from Forward reaction prediction with 1.9M reactions from USPTO patents (1976-2016). The task is: Predict the product of the given reaction. (1) Given the reactants C(OC([N:8]1[CH2:13][CH:12]2[CH:10]([CH:11]2[NH:14][C:15](=[O:43])[C:16]2[CH:21]=[CH:20][C:19]([CH2:22][N:23]([S:31]([C:34]3[CH:39]=[CH:38][C:37]([O:40][CH2:41][CH3:42])=[CH:36][CH:35]=3)(=[O:33])=[O:32])[CH2:24][C:25]3[CH:30]=[CH:29][CH:28]=[CH:27][N:26]=3)=[CH:18][CH:17]=2)[CH2:9]1)=O)(C)(C)C, predict the reaction product. The product is: [CH:10]12[CH:11]([NH:14][C:15](=[O:43])[C:16]3[CH:21]=[CH:20][C:19]([CH2:22][N:23]([S:31]([C:34]4[CH:35]=[CH:36][C:37]([O:40][CH2:41][CH3:42])=[CH:38][CH:39]=4)(=[O:33])=[O:32])[CH2:24][C:25]4[CH:30]=[CH:29][CH:28]=[CH:27][N:26]=4)=[CH:18][CH:17]=3)[CH:12]1[CH2:13][NH:8][CH2:9]2. (2) Given the reactants CC(N([C@H](C)C([NH:12][C:13]1[CH:14]=[N:15][C:16]([O:19][C:20]2[C:25]3[C:26]([CH3:30])([CH3:29])[CH2:27][O:28][C:24]=3[CH:23]=[CH:22][CH:21]=2)=[CH:17][CH:18]=1)=O)C(=O)[O-])(C)C.CC(OC(N[C@@H](C(O)=O)C)=O)(C)C.[CH3:45][C:46]([O:49][C:50]([NH:52][C@H:53]([CH2:57][CH3:58])[C:54]([OH:56])=O)=[O:51])([CH3:48])[CH3:47], predict the reaction product. The product is: [CH3:29][C:26]1([CH3:30])[C:25]2[C:20]([O:19][C:16]3[N:15]=[CH:14][C:13]([NH:12][C:54]([C@H:53]([NH:52][C:50](=[O:51])[O:49][C:46]([CH3:45])([CH3:47])[CH3:48])[CH2:57][CH3:58])=[O:56])=[CH:18][CH:17]=3)=[CH:21][CH:22]=[CH:23][C:24]=2[O:28][CH2:27]1. (3) Given the reactants [NH2:1][C:2]1[CH:16]=[CH:15][CH:14]=[CH:13][C:3]=1[C:4]([NH:6][C:7]1[CH:12]=[CH:11][CH:10]=[CH:9][CH:8]=1)=[O:5].[Br:17][C:18]1[CH:19]=[C:20]([CH:23]=[CH:24][CH:25]=1)[CH:21]=O, predict the reaction product. The product is: [Br:17][C:18]1[CH:19]=[C:20]([CH:23]=[CH:24][CH:25]=1)[CH:21]=[N:1][C:2]1[CH:16]=[CH:15][CH:14]=[CH:13][C:3]=1[C:4]([NH:6][C:7]1[CH:12]=[CH:11][CH:10]=[CH:9][CH:8]=1)=[O:5]. (4) Given the reactants [NH:1]1[C:5]2=[N:6][CH:7]=[C:8]([NH:10][C:11]3[C:12]4[C:19]5[CH2:20][CH2:21][C@H:22]([C:24]([OH:26])=O)[CH2:23][C:18]=5[S:17][C:13]=4[N:14]=[CH:15][N:16]=3)[CH:9]=[C:4]2[CH:3]=[N:2]1.[CH3:27][NH:28][CH2:29][CH2:30][CH3:31], predict the reaction product. The product is: [CH3:27][N:28]([CH2:29][CH2:30][CH3:31])[C:24]([C@H:22]1[CH2:21][CH2:20][C:19]2[C:12]3[C:11]([NH:10][C:8]4[CH:9]=[C:4]5[CH:3]=[N:2][NH:1][C:5]5=[N:6][CH:7]=4)=[N:16][CH:15]=[N:14][C:13]=3[S:17][C:18]=2[CH2:23]1)=[O:26]. (5) The product is: [CH2:1]([CH:4]1[C:16](=[O:17])[C:15]([CH3:18])=[C:14]2[C:6]([CH2:23][CH2:24][CH2:25][CH3:26])([CH2:7][C:8]3[C:13]2=[CH:12][CH:11]=[C:10]([OH:19])[CH:9]=3)[CH2:5]1)[CH:2]=[CH2:3]. Given the reactants [CH2:1]([CH:4]1[C:16](=[O:17])[C:15]([CH3:18])=[C:14]2[C:6]([CH2:23][CH2:24][CH2:25][CH3:26])([CH2:7][C:8]3[C:13]2=[CH:12][CH:11]=[C:10]([O:19]COC)[CH:9]=3)[CH2:5]1)[CH:2]=[CH2:3].Cl, predict the reaction product. (6) Given the reactants Cl.[NH2:2][CH:3]1[CH2:8][CH:7]([C:9]2[CH:14]=[CH:13][C:12]([C:15]([F:18])([F:17])[F:16])=[CH:11][CH:10]=2)[CH2:6][N:5]([C:19]([N:21]2[CH2:26][CH2:25][O:24][CH2:23][CH2:22]2)=[O:20])[CH2:4]1.[C:27]([C:29]1[CH:30]=[C:31]([CH:35]=[CH:36][CH:37]=1)[C:32](O)=[O:33])#[N:28], predict the reaction product. The product is: [C:27]([C:29]1[CH:30]=[C:31]([C:32]([NH:2][CH:3]2[CH2:8][CH:7]([C:9]3[CH:14]=[CH:13][C:12]([C:15]([F:17])([F:18])[F:16])=[CH:11][CH:10]=3)[CH2:6][N:5]([C:19]([N:21]3[CH2:22][CH2:23][O:24][CH2:25][CH2:26]3)=[O:20])[CH2:4]2)=[O:33])[CH:35]=[CH:36][CH:37]=1)#[N:28]. (7) Given the reactants [O:1]=[C:2]1[N:6]2[CH2:7][S:8][CH2:9][CH:5]2[C:4](=[O:10])[N:3]1[C:11]1[C:20]2[C:15](=[CH:16][CH:17]=[CH:18][CH:19]=2)[C:14]([C:21]#[N:22])=[CH:13][CH:12]=1.ClC1C=C(C=CC=1)C(OO)=[O:28], predict the reaction product. The product is: [O:28]=[S:8]1[CH2:9][CH:5]2[C:4](=[O:10])[N:3]([C:11]3[C:20]4[C:15](=[CH:16][CH:17]=[CH:18][CH:19]=4)[C:14]([C:21]#[N:22])=[CH:13][CH:12]=3)[C:2](=[O:1])[N:6]2[CH2:7]1. (8) Given the reactants [F:1][CH:2]([F:25])[O:3][C:4]1[CH:24]=[CH:23][C:7]2[NH:8][C:9]([S:11][CH2:12][C:13]3[C:18]([O:19][CH3:20])=[C:17]([O:21][CH3:22])[CH:16]=[CH:15][N:14]=3)=[N:10][C:6]=2[CH:5]=1.C([O-])([O-])=[O:27].C([O-])([O-])=O.OO.OO.OO.[Na+].[Na+].[Na+].[Na+].O.C(O)(=O)C, predict the reaction product. The product is: [CH3:22][O:21][C:17]1[CH:16]=[CH:15][N:14]=[C:13]([CH2:12][S+:11]([O-:27])[C:9]2[NH:8][C:7]3[CH:23]=[CH:24][C:4]([O:3][CH:2]([F:1])[F:25])=[CH:5][C:6]=3[N:10]=2)[C:18]=1[O:19][CH3:20].